This data is from Reaction yield outcomes from USPTO patents with 853,638 reactions. The task is: Predict the reaction yield, written as a fraction of the theoretical maximum amount of product (1.0 means a 100% yield; for example, 0.34 means a 34% yield). The reactants are [CH3:1]/[CH:2]=[CH:3]/[C:4]1[CH2:24][S:23][C@@H:7]2[C@H:8]([NH:11][C:12]([C@H:14]([NH2:22])[C:15]3[CH:16]=[CH:17][C:18]([OH:21])=[CH:19][CH:20]=3)=[O:13])[C:9](=[O:10])[N:6]2[C:5]=1[C:25]([OH:27])=[O:26].CN(C)C=[O:31]. The catalyst is O. The product is [CH3:1]/[CH:2]=[CH:3]/[C:4]1[CH2:24][S:23][C@@H:7]2[C@H:8]([NH:11][C:12]([C@H:14]([NH2:22])[C:15]3[CH:16]=[CH:17][C:18]([OH:21])=[CH:19][CH:20]=3)=[O:13])[C:9](=[O:10])[N:6]2[C:5]=1[C:25]([OH:27])=[O:26].[OH2:31]. The yield is 0.100.